This data is from Forward reaction prediction with 1.9M reactions from USPTO patents (1976-2016). The task is: Predict the product of the given reaction. (1) Given the reactants [NH2:1][C:2]1[CH:3]=[CH:4][C:5]([F:18])=[C:6]([C@:8]2([CH3:17])[C:13]([F:15])([F:14])[CH2:12][O:11][C:10]([NH2:16])=[N:9]2)[CH:7]=1.[Cl:19][C:20]1[CH:21]=[C:22]([CH3:29])[C:23]([C:26](O)=[O:27])=[N:24][CH:25]=1, predict the reaction product. The product is: [NH2:16][C:10]1[O:11][CH2:12][C:13]([F:14])([F:15])[C@:8]([C:6]2[CH:7]=[C:2]([NH:1][C:26]([C:23]3[C:22]([CH3:29])=[CH:21][C:20]([Cl:19])=[CH:25][N:24]=3)=[O:27])[CH:3]=[CH:4][C:5]=2[F:18])([CH3:17])[N:9]=1. (2) The product is: [CH3:5][O:4][N:3]([CH3:2])[C:23](=[O:25])[CH2:22][CH:19]1[S:18][C:17]([C:14]2[NH:15][C:16]3[C:12]([CH:13]=2)=[CH:11][CH:10]=[CH:9][C:8]=3[N:7]([CH3:6])[S:26]([C:29]2[S:30][CH:31]=[CH:32][CH:33]=2)(=[O:28])=[O:27])=[N:21][CH2:20]1. Given the reactants Cl.[CH3:2][NH:3][O:4][CH3:5].[CH3:6][N:7]([S:26]([C:29]1[S:30][CH:31]=[CH:32][CH:33]=1)(=[O:28])=[O:27])[C:8]1[CH:9]=[CH:10][CH:11]=[C:12]2[C:16]=1[NH:15][C:14]([C:17]1[S:18][CH:19]([CH2:22][C:23]([OH:25])=O)[CH2:20][N:21]=1)=[CH:13]2.N1(O)C2C=CC=CC=2N=N1.Cl.CN(C)CCCN=C=NCC, predict the reaction product. (3) Given the reactants Cl[C:2]1[CH:7]=[C:6]([Cl:8])[N:5]=[C:4]([CH3:9])[N:3]=1.C(=O)([O-])[O-].[Cs+].[Cs+].[CH3:16][C:17]1[N:21]=[C:20]([CH3:22])[NH:19][N:18]=1, predict the reaction product. The product is: [Cl:8][C:6]1[CH:7]=[C:2]([N:18]2[C:17]([CH3:16])=[N:21][C:20]([CH3:22])=[N:19]2)[N:3]=[C:4]([CH3:9])[N:5]=1. (4) Given the reactants Cl.Cl.[NH2:3][C:4]1[C:13]2[C:8](=[CH:9][C:10]([CH2:14][N:15]3[CH2:20][CH2:19][NH:18][CH2:17][C:16]3=[O:21])=[CH:11][CH:12]=2)[N:7]=[CH:6][N:5]=1.Br[CH2:23]/[CH:24]=[CH:25]/[C:26]1[S:27][C:28]([Cl:31])=[CH:29][CH:30]=1.C([O-])([O-])=O.[K+].[K+], predict the reaction product. The product is: [NH2:3][C:4]1[C:13]2[C:8](=[CH:9][C:10]([CH2:14][N:15]3[CH2:20][CH2:19][N:18]([CH2:23]/[CH:24]=[CH:25]/[C:26]4[S:27][C:28]([Cl:31])=[CH:29][CH:30]=4)[CH2:17][C:16]3=[O:21])=[CH:11][CH:12]=2)[N:7]=[CH:6][N:5]=1. (5) Given the reactants [CH3:1][O:2][C:3]1[CH:20]=[CH:19][C:6]([NH:7][CH:8]=[C:9]2[C:14](=[O:15])OC(C)(C)OC2=O)=[CH:5][C:4]=1[C:21]([O:23][CH3:24])=[O:22].C1(C2C=CC=CC=2)C=CC=CC=1.C1(OC2C=CC=CC=2)C=CC=CC=1, predict the reaction product. The product is: [CH3:1][O:2][C:3]1[CH:20]=[C:19]2[C:6](=[CH:5][C:4]=1[C:21]([O:23][CH3:24])=[O:22])[NH:7][CH:8]=[CH:9][C:14]2=[O:15]. (6) Given the reactants Cl[C:2]1[N:7]=[N:6][C:5]([CH2:8][CH:9]2[CH2:14][CH2:13][N:12]([C:15]([O:17][C:18]([CH3:21])([CH3:20])[CH3:19])=[O:16])[CH2:11][CH2:10]2)=[CH:4][CH:3]=1.[CH3:22][O:23][C:24]1[C:25](B(O)O)=[CH:26][C:27]2[C:32]([CH:33]=1)=[CH:31][CH:30]=[CH:29][CH:28]=2, predict the reaction product. The product is: [CH3:22][O:23][C:24]1[C:25]([C:2]2[N:7]=[N:6][C:5]([CH2:8][CH:9]3[CH2:14][CH2:13][N:12]([C:15]([O:17][C:18]([CH3:21])([CH3:20])[CH3:19])=[O:16])[CH2:11][CH2:10]3)=[CH:4][CH:3]=2)=[CH:26][C:27]2[C:32]([CH:33]=1)=[CH:31][CH:30]=[CH:29][CH:28]=2. (7) Given the reactants [S:1]1[CH:5]=[CH:4][CH:3]=[C:2]1[CH:6]=O.[CH3:8][O:9][CH2:10][CH2:11][NH2:12].[C:13]1(=[O:24])[O:19][C:17](=O)[C:16]2=[CH:20][CH:21]=[CH:22][CH:23]=[C:15]2[CH2:14]1.[CH3:25][C:26]1[C:30]([CH3:31])=[C:29]([NH2:32])[O:28][N:27]=1, predict the reaction product. The product is: [CH3:25][C:26]1[C:30]([CH3:31])=[C:29]([NH:32][C:13]([CH:14]2[C:15]3[C:16](=[CH:20][CH:21]=[CH:22][CH:23]=3)[C:17](=[O:19])[N:12]([CH2:11][CH2:10][O:9][CH3:8])[CH:6]2[C:2]2[S:1][CH:5]=[CH:4][CH:3]=2)=[O:24])[O:28][N:27]=1. (8) Given the reactants [OH:1][CH2:2][C@@H:3]([C@H:5]([C@@H:7]([C@@H:9]([CH2:11][OH:12])[OH:10])[OH:8])[OH:6])[OH:4].[CH2:13]([OH:35])[C@H:14]1[O:19][C@H:18]([O:20][C@@H:21]([C@H:26]([OH:31])[C@@H:27]([OH:30])[CH2:28][OH:29])[C@H:22]([OH:25])[CH2:23][OH:24])[C@H:17]([OH:32])[C@@H:16]([OH:33])[C@@H:15]1[OH:34].C(O)[C@H]1O[C@H](O[C@H]2[C@H](O)[C@@H](O)[C@@H](O[C@@H]([C@H](O)[C@@H](O)CO)[C@H](O)CO)O[C@@H]2CO)[C@H](O)[C@@H](O)[C@@H]1O, predict the reaction product. The product is: [OH:12][CH2:11][C@@H:9]([C@H:7]([C@@H:5]([C@@H:3]([CH2:2][OH:1])[OH:4])[OH:6])[OH:8])[OH:10].[CH2:13]([OH:35])[C@H:14]1[O:19][C@H:18]([O:20][C@@H:21]([C@H:26]([OH:31])[C@@H:27]([OH:30])[CH2:28][OH:29])[C@H:22]([OH:25])[CH2:23][OH:24])[C@H:17]([OH:32])[C@@H:16]([OH:33])[C@@H:15]1[OH:34]. (9) Given the reactants [NH:1]1[C:9]2[C:4](=[C:5]([NH:10][C:11]3[N:23]=[CH:22][C:21]([CH:24]4[CH2:26][CH2:25]4)=[CH:20][C:12]=3[C:13]([O:15][C:16]([CH3:19])([CH3:18])[CH3:17])=[O:14])[CH:6]=[CH:7][CH:8]=2)[CH:3]=[CH:2]1.CC(C)([O-])C.[K+].Br[CH2:34][CH2:35][O:36][CH3:37].O, predict the reaction product. The product is: [CH:24]1([C:21]2[CH:22]=[N:23][C:11]([NH:10][C:5]3[CH:6]=[CH:7][CH:8]=[C:9]4[C:4]=3[CH:3]=[CH:2][N:1]4[CH2:34][CH2:35][O:36][CH3:37])=[C:12]([CH:20]=2)[C:13]([O:15][C:16]([CH3:18])([CH3:19])[CH3:17])=[O:14])[CH2:26][CH2:25]1. (10) Given the reactants [Si](OCCCCOC1C=CC(C2C=CC(C(OCC)=O)=CC=2)=CC=1[C:31]1[CH:36]=[CH:35][C:34]([N:37]2[CH2:41][CH2:40][CH2:39][CH2:38]2)=[C:33]([C:42]([F:45])([F:44])[F:43])[CH:32]=1)(C(C)(C)C)(C)C.[F-].C([N+](CCCC)(CCCC)CCCC)CCC.[OH:64][CH2:65][CH2:66][CH2:67][CH2:68][O:69][C:70]1[CH:75]=[CH:74][C:73]([C:76]2[CH:81]=[CH:80][C:79]([C:82]([O:84][CH2:85][CH3:86])=[O:83])=[CH:78][CH:77]=2)=[CH:72][C:71]=1C1C=CC(N2CCCC2)=C(C(F)(F)F)C=1, predict the reaction product. The product is: [OH:64][CH2:65][CH2:66][CH2:67][CH2:68][O:69][C:70]1[CH:75]=[CH:74][C:73]([C:76]2[CH:81]=[CH:80][C:79]([C:82]([O:84][CH2:85][CH3:86])=[O:83])=[C:78]([C:31]3[CH:36]=[CH:35][C:34]([N:37]4[CH2:41][CH2:40][CH2:39][CH2:38]4)=[C:33]([C:42]([F:43])([F:44])[F:45])[CH:32]=3)[CH:77]=2)=[CH:72][CH:71]=1.